This data is from Catalyst prediction with 721,799 reactions and 888 catalyst types from USPTO. The task is: Predict which catalyst facilitates the given reaction. (1) Reactant: [CH2:1]([N:3]([CH2:33][CH:34]1[CH2:38][CH2:37][CH2:36][O:35]1)[C:4]1[C:5]2[CH2:25][N:24](C(OC(C)(C)C)=O)[CH2:23][CH2:22][C:6]=2[N:7]=[C:8]([NH:10][C:11]2[CH:16]=[CH:15][C:14]([C:17]3[O:21][CH:20]=[N:19][CH:18]=3)=[CH:13][CH:12]=2)[N:9]=1)[CH3:2].Cl. Product: [CH2:1]([N:3]([CH2:33][CH:34]1[CH2:38][CH2:37][CH2:36][O:35]1)[C:4]1[C:5]2[CH2:25][NH:24][CH2:23][CH2:22][C:6]=2[N:7]=[C:8]([NH:10][C:11]2[CH:12]=[CH:13][C:14]([C:17]3[O:21][CH:20]=[N:19][CH:18]=3)=[CH:15][CH:16]=2)[N:9]=1)[CH3:2]. The catalyst class is: 5. (2) Reactant: [Br:1]Br.[OH:3][C:4]1[C:5]([C:14]([OH:16])=[O:15])=[CH:6][CH:7]=[C:8]2[C:13]=1[N:12]=[CH:11][CH:10]=[CH:9]2. Product: [Br:1][C:7]1[CH:6]=[C:5]([C:14]([OH:16])=[O:15])[C:4]([OH:3])=[C:13]2[C:8]=1[CH:9]=[CH:10][CH:11]=[N:12]2. The catalyst class is: 15. (3) Product: [F:1][C:2]([F:24])([C:15]1[CH:20]=[CH:19][CH:18]=[C:17]([N+:21]([O-:23])=[O:22])[CH:16]=1)[CH2:3][O:4][C:5]1[CH:6]=[C:7]([CH:8]=[CH:9][CH:10]=1)[CH2:11][C:12]1([CH3:14])[O:27][CH2:26][CH2:25][O:13]1. The catalyst class is: 743. Reactant: [F:1][C:2]([F:24])([C:15]1[CH:20]=[CH:19][CH:18]=[C:17]([N+:21]([O-:23])=[O:22])[CH:16]=1)[CH2:3][O:4][C:5]1[CH:6]=[C:7]([CH2:11][C:12]([CH3:14])=[O:13])[CH:8]=[CH:9][CH:10]=1.[CH2:25](O)[CH2:26][OH:27].S([O-])([O-])(=O)=O.[Mg+2].CCCCCC. (4) Reactant: Br[C:2]1[CH:3]=[C:4]2[C:8](=[CH:9][CH:10]=1)[NH:7][CH:6]=[CH:5]2.B([O-])([O-])O[C:13]1[CH:18]=[CH:17][C:16]([O:19][CH2:20][C:21]2[CH:26]=[CH:25][CH:24]=[CH:23][CH:22]=2)=[CH:15][CH:14]=1.C(=O)([O-])[O-].[Na+].[Na+].C1(C)C=CC=CC=1. Product: [CH2:20]([O:19][C:16]1[CH:17]=[CH:18][C:13]([C:2]2[CH:3]=[C:4]3[C:8](=[CH:9][CH:10]=2)[NH:7][CH:6]=[CH:5]3)=[CH:14][CH:15]=1)[C:21]1[CH:26]=[CH:25][CH:24]=[CH:23][CH:22]=1. The catalyst class is: 461.